Task: Predict the product of the given reaction.. Dataset: Forward reaction prediction with 1.9M reactions from USPTO patents (1976-2016) (1) Given the reactants [CH2:1]([O:3][C:4](=[O:13])[C:5]1[CH:10]=[C:9]([F:11])[CH:8]=[N:7][C:6]=1Cl)[CH3:2].[F:14][C:15]1[CH:21]=[CH:20][C:18]([NH2:19])=[CH:17][CH:16]=1, predict the reaction product. The product is: [F:11][C:9]1[CH:8]=[N:7][C:6]([NH:19][C:18]2[CH:20]=[CH:21][C:15]([F:14])=[CH:16][CH:17]=2)=[C:5]([CH:10]=1)[C:4]([O:3][CH2:1][CH3:2])=[O:13]. (2) Given the reactants [CH2:1]([N:3]1[C:7]([C:8]([OH:10])=O)=[CH:6][CH:5]=[N:4]1)[CH3:2].O1CCCC1.S(Cl)(Cl)=O.[NH2:20][C:21]1[CH:22]=[C:23]([CH:40]=[CH:41][C:42]=1[CH3:43])[O:24][C:25]1[CH:26]=[CH:27][C:28]2[N:29]([N:31]=[C:32]([NH:34][C:35]([CH:37]3[CH2:39][CH2:38]3)=[O:36])[N:33]=2)[CH:30]=1, predict the reaction product. The product is: [CH:37]1([C:35]([NH:34][C:32]2[N:33]=[C:28]3[CH:27]=[CH:26][C:25]([O:24][C:23]4[CH:40]=[CH:41][C:42]([CH3:43])=[C:21]([NH:20][C:8]([C:7]5[N:3]([CH2:1][CH3:2])[N:4]=[CH:5][CH:6]=5)=[O:10])[CH:22]=4)=[CH:30][N:29]3[N:31]=2)=[O:36])[CH2:38][CH2:39]1. (3) Given the reactants [Cl:1][C:2]1[C:11]2[O:10][CH:9]([CH:12]([CH3:14])[CH3:13])[C:8](=[O:15])[NH:7][C:6]=2[CH:5]=[CH:4][CH:3]=1.C(=O)([O-])[O-].[K+].[K+].[C:22]([O:26][CH3:27])(=[O:25])[CH:23]=[CH2:24].C(OCC)(=O)C, predict the reaction product. The product is: [CH3:27][O:26][C:22](=[O:25])[CH2:23][CH2:24][N:7]1[C:6]2[CH:5]=[CH:4][CH:3]=[C:2]([Cl:1])[C:11]=2[O:10][CH:9]([CH:12]([CH3:13])[CH3:14])[C:8]1=[O:15]. (4) Given the reactants [F:1][C:2]([F:7])([F:6])[C:3]([OH:5])=[O:4].[C:8]([C:10]1[CH:11]=[C:12]([C:20]2[O:24][N:23]=[C:22]([C:25]3[CH:43]=[CH:42][C:28]4[CH2:29][CH2:30][N:31]([CH2:34][C:35]([O:37]C(C)(C)C)=[O:36])[CH2:32][CH2:33][C:27]=4[CH:26]=3)[N:21]=2)[CH:13]=[CH:14][C:15]=1[O:16][CH:17]([CH3:19])[CH3:18])#[N:9], predict the reaction product. The product is: [F:1][C:2]([F:7])([F:6])[C:3]([OH:5])=[O:4].[C:8]([C:10]1[CH:11]=[C:12]([C:20]2[O:24][N:23]=[C:22]([C:25]3[CH:43]=[CH:42][C:28]4[CH2:29][CH2:30][N:31]([CH2:34][C:35]([OH:37])=[O:36])[CH2:32][CH2:33][C:27]=4[CH:26]=3)[N:21]=2)[CH:13]=[CH:14][C:15]=1[O:16][CH:17]([CH3:19])[CH3:18])#[N:9].